From a dataset of Full USPTO retrosynthesis dataset with 1.9M reactions from patents (1976-2016). Predict the reactants needed to synthesize the given product. (1) Given the product [NH2:1][C:2]1[CH:7]=[CH:6][CH:5]=[CH:4][C:3]=1[C:12]1[N:17]=[C:16]([C:18]([OH:20])=[O:19])[CH:15]=[CH:14][CH:13]=1, predict the reactants needed to synthesize it. The reactants are: [NH2:1][C:2]1[CH:7]=[CH:6][CH:5]=[CH:4][C:3]=1B(O)O.Br[C:12]1[N:17]=[C:16]([C:18]([OH:20])=[O:19])[CH:15]=[CH:14][CH:13]=1. (2) Given the product [NH2:14][C:7]1[CH:8]=[C:9]([CH:12]=[CH:13][C:6]=1[NH:5][CH2:1][CH2:2][CH:3]=[CH2:4])[C:10]#[N:11], predict the reactants needed to synthesize it. The reactants are: [CH2:1]([NH:5][C:6]1[CH:13]=[CH:12][C:9]([C:10]#[N:11])=[CH:8][C:7]=1[N+:14]([O-])=O)[CH2:2][CH:3]=[CH2:4].[Sn](Cl)Cl. (3) Given the product [O:1]1[CH:5]=[CH:4][CH:3]=[C:2]1[C:6]([N:8]1[CH2:9][CH2:10][N:11]([CH2:37][C:36]2[CH:35]=[CH:34][C:33]([C:31]3[S:32][C:25]4[C:24]([NH:23][C:19]5[CH:18]=[C:17]6[C:22](=[CH:21][CH:20]=5)[NH:14][CH:15]=[CH:16]6)=[N:29][CH:28]=[N:27][C:26]=4[CH:30]=3)=[CH:40][CH:39]=2)[CH2:12][CH2:13]1)=[O:7], predict the reactants needed to synthesize it. The reactants are: [O:1]1[CH:5]=[CH:4][CH:3]=[C:2]1[C:6]([N:8]1[CH2:13][CH2:12][NH:11][CH2:10][CH2:9]1)=[O:7].[NH:14]1[C:22]2[C:17](=[CH:18][C:19]([NH:23][C:24]3[C:25]4[S:32][C:31]([C:33]5[CH:40]=[CH:39][C:36]([CH:37]=O)=[CH:35][CH:34]=5)=[CH:30][C:26]=4[N:27]=[CH:28][N:29]=3)=[CH:20][CH:21]=2)[CH:16]=[CH:15]1. (4) Given the product [Cl:10][C:4]1[N:3]=[C:2]([N:14]2[CH2:13][CH2:12][N:11]([C:17]([O:19][C:20]([CH3:23])([CH3:22])[CH3:21])=[O:18])[CH2:16][CH2:15]2)[CH:7]=[C:6]([O:8][CH3:9])[CH:5]=1, predict the reactants needed to synthesize it. The reactants are: Cl[C:2]1[CH:7]=[C:6]([O:8][CH3:9])[CH:5]=[C:4]([Cl:10])[N:3]=1.[N:11]1([C:17]([O:19][C:20]([CH3:23])([CH3:22])[CH3:21])=[O:18])[CH2:16][CH2:15][NH:14][CH2:13][CH2:12]1. (5) The reactants are: [NH2:1][C:2]1[N:7]=[C:6]([N:8]2[CH2:32][CH2:31][C:11]3([CH2:15][N:14](C(OCC4C=CC=CC=4)=O)[C@H:13]([C:26]([O:28]CC)=[O:27])[CH2:12]3)[CH2:10][CH2:9]2)[CH:5]=[C:4]([O:33][C@H:34]([C:39]2[CH:44]=[CH:43][C:42]([C:45]3[CH2:46][CH2:47][NH:48][CH2:49][CH:50]=3)=[CH:41][C:40]=2[N:51]2[CH:55]=[CH:54][C:53]([CH3:56])=[N:52]2)[C:35]([F:38])([F:37])[F:36])[N:3]=1.[Li+].[OH-]. Given the product [NH2:1][C:2]1[N:7]=[C:6]([N:8]2[CH2:32][CH2:31][C:11]3([CH2:15][NH:14][C@H:13]([C:26]([OH:28])=[O:27])[CH2:12]3)[CH2:10][CH2:9]2)[CH:5]=[C:4]([O:33][C@H:34]([C:39]2[CH:44]=[CH:43][C:42]([CH:45]3[CH2:46][CH2:47][NH:48][CH2:49][CH2:50]3)=[CH:41][C:40]=2[N:51]2[CH:55]=[CH:54][C:53]([CH3:56])=[N:52]2)[C:35]([F:36])([F:38])[F:37])[N:3]=1, predict the reactants needed to synthesize it. (6) Given the product [F:29][C:2]([F:1])([F:30])[C@H:3]1[CH2:4][CH2:5][C@H:6]([NH:9][C:10](=[O:28])[C:11]2[CH:16]=[C:15]([NH2:17])[C:14]([NH2:20])=[N:13][C:12]=2[O:21][CH2:22][CH2:23][O:24][CH:25]([F:26])[F:27])[CH2:7][CH2:8]1, predict the reactants needed to synthesize it. The reactants are: [F:1][C:2]([F:30])([F:29])[C@H:3]1[CH2:8][CH2:7][C@H:6]([NH:9][C:10](=[O:28])[C:11]2[CH:16]=[C:15]([N+:17]([O-])=O)[C:14]([NH2:20])=[N:13][C:12]=2[O:21][CH2:22][CH2:23][O:24][CH:25]([F:27])[F:26])[CH2:5][CH2:4]1. (7) Given the product [CH3:1][C:2]1[S:6][C:5]2[NH:7][C:8]3[CH:9]=[CH:10][CH:11]=[CH:12][C:13]=3[N:14]=[C:15]([N:16]3[CH2:17][CH2:18][N:19]([CH3:22])[CH2:20][CH2:21]3)[C:4]=2[CH:3]=1.[C:23]([O-:26])(=[O:25])[CH3:24], predict the reactants needed to synthesize it. The reactants are: [CH3:1][C:2]1[S:6][C:5]2[NH:7][C:8]3[CH:9]=[CH:10][CH:11]=[CH:12][C:13]=3[N:14]=[C:15]([N:16]3[CH2:21][CH2:20][N:19]([CH3:22])[CH2:18][CH2:17]3)[C:4]=2[CH:3]=1.[C:23]([OH:26])(=[O:25])[CH3:24].